This data is from Forward reaction prediction with 1.9M reactions from USPTO patents (1976-2016). The task is: Predict the product of the given reaction. Given the reactants [CH3:1][O:2][C@H:3]1[C:8]([CH3:10])([CH3:9])[O:7][C@@H:6]([O:11][C:12]2[C:21]([CH3:22])=[C:20]3[C:15]([CH:16]=[C:17]([NH:24]C(=O)OCC4C=CC=CC=4)[C:18](=[O:23])[O:19]3)=[CH:14][C:13]=2[O:35][CH2:36][CH2:37][CH3:38])[C@@H:5]2[O:39]C(=O)[O:41][C@H:4]12.CCN=C=NCCCN(C)C.[CH3:54][O:55][C:56]1[CH:57]=[C:58]([C:62]2[C:67]([O:68][CH3:69])=[CH:66][CH:65]=[C:64]([C:70](O)=[O:71])[CH:63]=2)[CH:59]=[CH:60][CH:61]=1.C(=O)([O-])[O-], predict the reaction product. The product is: [OH:39][C@@H:5]1[C@H:4]([OH:41])[C@@H:3]([O:2][CH3:1])[C:8]([CH3:10])([CH3:9])[O:7][C@H:6]1[O:11][C:12]1[C:21]([CH3:22])=[C:20]2[C:15]([CH:16]=[C:17]([NH:24][C:70]([C:64]3[CH:63]=[C:62]([C:58]4[CH:59]=[CH:60][CH:61]=[C:56]([O:55][CH3:54])[CH:57]=4)[C:67]([O:68][CH3:69])=[CH:66][CH:65]=3)=[O:71])[C:18](=[O:23])[O:19]2)=[CH:14][C:13]=1[O:35][CH2:36][CH2:37][CH3:38].